Regression. Given a peptide amino acid sequence and an MHC pseudo amino acid sequence, predict their binding affinity value. This is MHC class II binding data. From a dataset of Peptide-MHC class II binding affinity with 134,281 pairs from IEDB. The peptide sequence is PYPQPQLPY. The MHC is DRB1_1101 with pseudo-sequence DRB1_1101. The binding affinity (normalized) is 0.